Dataset: NCI-60 drug combinations with 297,098 pairs across 59 cell lines. Task: Regression. Given two drug SMILES strings and cell line genomic features, predict the synergy score measuring deviation from expected non-interaction effect. Drug 1: C1=NC2=C(N1)C(=S)N=C(N2)N. Drug 2: B(C(CC(C)C)NC(=O)C(CC1=CC=CC=C1)NC(=O)C2=NC=CN=C2)(O)O. Cell line: UACC62. Synergy scores: CSS=30.9, Synergy_ZIP=0.474, Synergy_Bliss=-0.438, Synergy_Loewe=-1.12, Synergy_HSA=-1.09.